From a dataset of Full USPTO retrosynthesis dataset with 1.9M reactions from patents (1976-2016). Predict the reactants needed to synthesize the given product. (1) Given the product [F:18][C:12]1[CH:11]=[C:10]([CH:15]=[CH:14][C:13]=1[O:16][CH3:17])[C:9]([C:4]1[C:3](=[O:20])[C:26]2[C:25](=[CH:24][CH:23]=[C:22]([CH3:21])[N:27]=2)[NH:28][CH:5]=1)=[O:19], predict the reactants needed to synthesize it. The reactants are: CO[C:3](=[O:20])[C:4]([C:9](=[O:19])[C:10]1[CH:15]=[CH:14][C:13]([O:16][CH3:17])=[C:12]([F:18])[CH:11]=1)=[CH:5]OCC.[CH3:21][C:22]1[N:27]=[CH:26][C:25]([NH2:28])=[CH:24][CH:23]=1.C1(OC2C=CC=CC=2)C=CC=CC=1. (2) The reactants are: C(OC([N:6]1[CH2:11][CH2:10][CH:9]([NH:12][C:13]2[CH:18]=[CH:17][C:16]([CH3:19])=[CH:15][C:14]=2[NH2:20])[CH:8]([O:21][CH3:22])[CH2:7]1)=O)C.C(OC(O[CH2:32][CH3:33])(OCC)C)C.[C:34](O)(=O)C. Given the product [CH2:32]([C:33]1[N:12]([CH:9]2[CH2:10][CH2:11][NH:6][CH2:7][CH:8]2[O:21][CH3:22])[C:13]2[CH:18]=[CH:17][C:16]([CH3:19])=[CH:15][C:14]=2[N:20]=1)[CH3:34], predict the reactants needed to synthesize it. (3) Given the product [N:52]1([C:49]2[CH:48]=[CH:47][C:46]([C:43]3[CH:44]=[CH:45][C:40]([C:5]4[C:4]([Cl:3])=[CH:30][C:8]5[N:9]([CH2:22][O:23][CH2:24][CH2:25][Si:26]([CH3:27])([CH3:28])[CH3:29])[C:10]([O:12][C@H:13]6[C@H:17]7[O:18][CH2:19][C@@H:20]([OH:21])[C@H:16]7[O:15][CH2:14]6)=[N:11][C:7]=5[CH:6]=4)=[CH:41][CH:42]=3)=[CH:51][CH:50]=2)[CH:56]=[N:55][CH:54]=[N:53]1, predict the reactants needed to synthesize it. The reactants are: [OH-].[Li+].[Cl:3][C:4]1[C:5](I)=[CH:6][C:7]2[N:11]=[C:10]([O:12][C@H:13]3[C@H:17]4[O:18][CH2:19][C@@H:20]([OH:21])[C@H:16]4[O:15][CH2:14]3)[N:9]([CH2:22][O:23][CH2:24][CH2:25][Si:26]([CH3:29])([CH3:28])[CH3:27])[C:8]=2[CH:30]=1.CC1(C)C(C)(C)OB([C:40]2[CH:45]=[CH:44][C:43]([C:46]3[CH:51]=[CH:50][C:49]([N:52]4[CH:56]=[N:55][CH:54]=[N:53]4)=[CH:48][CH:47]=3)=[CH:42][CH:41]=2)O1.[Cl-].[NH4+]. (4) Given the product [Br:15][C:12]1[S:11][C:10]([O:2][C:1]2[CH:8]=[CH:7][C:5]([OH:6])=[CH:4][CH:3]=2)=[N:14][CH:13]=1, predict the reactants needed to synthesize it. The reactants are: [C:1]1([CH:8]=[CH:7][C:5]([OH:6])=[CH:4][CH:3]=1)[OH:2].Br[C:10]1[S:11][C:12]([Br:15])=[CH:13][N:14]=1.C(=O)([O-])[O-].[K+].[K+]. (5) Given the product [C:1]([O:5][C:6]([NH:8][C@H:9]([C:30]([O:32][CH3:33])=[O:31])[CH2:10][C:11]1[CH:16]=[CH:15][C:14]([CH2:17][CH2:18][CH2:19][C:20]2[CH:29]=[CH:28][C:27]3[CH2:26][CH2:25][CH2:24][NH:23][C:22]=3[N:21]=2)=[CH:13][N:12]=1)=[O:7])([CH3:4])([CH3:3])[CH3:2], predict the reactants needed to synthesize it. The reactants are: [C:1]([O:5][C:6]([NH:8][C@H:9]([C:30]([O:32][CH3:33])=[O:31])[CH2:10][C:11]1[CH:16]=[CH:15][C:14]([CH2:17][CH2:18][CH2:19][C:20]2[CH:29]=[CH:28][C:27]3[C:22](=[N:23][CH:24]=[CH:25][CH:26]=3)[N:21]=2)=[CH:13][N:12]=1)=[O:7])([CH3:4])([CH3:3])[CH3:2]. (6) Given the product [Cl:1][C:2]1[C:3]([O:11][CH3:12])=[CH:4][C:5]2[O:10][C:22]([C:23](=[O:25])[CH3:24])=[CH:7][C:6]=2[CH:9]=1, predict the reactants needed to synthesize it. The reactants are: [Cl:1][C:2]1[C:3]([O:11][CH3:12])=[CH:4][C:5]([OH:10])=[C:6]([CH:9]=1)[CH:7]=O.C(=O)([O-])[O-].[Cs+].[Cs+].N#N.Cl[CH2:22][C:23](=[O:25])[CH3:24].